Dataset: Full USPTO retrosynthesis dataset with 1.9M reactions from patents (1976-2016). Task: Predict the reactants needed to synthesize the given product. (1) Given the product [F:1][C:2]1[CH:3]=[C:4]([N:37]2[C:42](=[O:43])[C:41]3[S:44][C:45]4[CH2:50][CH2:49][CH2:48][CH2:47][C:46]=4[C:40]=3[CH:39]=[N:38]2)[C:5]([CH2:32][OH:33])=[C:6]([C:8]2[CH:9]=[C:10]([NH:16][C:17]3[N:22]=[C:21]([N:23]([CH3:31])[CH2:24][CH2:25][NH:26][C:27](=[O:30])[CH:28]=[CH2:29])[CH:20]=[CH:19][CH:18]=3)[C:11](=[O:15])[N:12]([CH3:14])[CH:13]=2)[CH:7]=1, predict the reactants needed to synthesize it. The reactants are: [F:1][C:2]1[CH:3]=[C:4]([N:37]2[C:42](=[O:43])[C:41]3[S:44][C:45]4[CH2:50][CH2:49][CH2:48][CH2:47][C:46]=4[C:40]=3[CH:39]=[N:38]2)[C:5]([CH2:32][O:33]C(=O)C)=[C:6]([C:8]2[CH:9]=[C:10]([NH:16][C:17]3[N:22]=[C:21]([N:23]([CH3:31])[CH2:24][CH2:25][NH:26][C:27](=[O:30])[CH:28]=[CH2:29])[CH:20]=[CH:19][CH:18]=3)[C:11](=[O:15])[N:12]([CH3:14])[CH:13]=2)[CH:7]=1.O[Li].O. (2) Given the product [Br:1][C:2]1[C:3]([F:10])=[C:4]([CH:5]=[CH:6][C:7]=1[O:8][CH3:9])[CH:11]=[O:12], predict the reactants needed to synthesize it. The reactants are: [Br:1][C:2]1[C:7]([O:8][CH3:9])=[CH:6][CH:5]=[CH:4][C:3]=1[F:10].[CH3:11][O:12]C(Cl)Cl. (3) Given the product [Cl:19][C:20]1[CH:21]=[CH:22][C:23]([C@@H:26]2[CH2:27][O:28][CH2:29][C@H:30]([CH2:32][OH:33])[N:31]2[C:2]([O:4][CH2:5][CH:6]2[C:7]3[CH:8]=[CH:9][CH:10]=[CH:11][C:12]=3[C:13]3[C:18]2=[CH:17][CH:16]=[CH:15][CH:14]=3)=[O:3])=[CH:24][CH:25]=1, predict the reactants needed to synthesize it. The reactants are: Cl[C:2]([O:4][CH2:5][CH:6]1[C:18]2[CH:17]=[CH:16][CH:15]=[CH:14][C:13]=2[C:12]2[C:7]1=[CH:8][CH:9]=[CH:10][CH:11]=2)=[O:3].[Cl:19][C:20]1[CH:25]=[CH:24][C:23]([C@H:26]2[NH:31][C@@H:30]([CH2:32][OH:33])[CH2:29][O:28][CH2:27]2)=[CH:22][CH:21]=1.C(=O)(O)[O-].[Na+].[Cl-].[NH4+]. (4) Given the product [NH2:19][C:10]1[C:9]2[N:8]=[CH:7][N:6]([CH2:5][CH2:4][CH2:3][CH2:2][NH:1][C:26](=[O:27])[C:23]3[CH:24]=[CH:25][C:20]([C:29]4[CH:34]=[CH:33][CH:32]=[CH:31][CH:30]=4)=[CH:21][CH:22]=3)[C:18]=2[C:17]2[CH:16]=[CH:15][CH:14]=[CH:13][C:12]=2[N:11]=1, predict the reactants needed to synthesize it. The reactants are: [NH2:1][CH2:2][CH2:3][CH2:4][CH2:5][N:6]1[C:18]2[C:17]3[CH:16]=[CH:15][CH:14]=[CH:13][C:12]=3[N:11]=[C:10]([NH2:19])[C:9]=2[N:8]=[CH:7]1.[C:20]1([C:29]2[CH:34]=[CH:33][CH:32]=[CH:31][CH:30]=2)[CH:25]=[CH:24][C:23]([C:26](Cl)=[O:27])=[CH:22][CH:21]=1. (5) Given the product [I:18][C:11]1[CH:10]=[C:9]2[C:14]([C:15](=[O:16])[C:6]([C:4]([OH:5])=[O:3])=[CH:7][NH:8]2)=[CH:13][C:12]=1[CH3:17], predict the reactants needed to synthesize it. The reactants are: C([O:3][C:4]([C:6]1[C:15](=[O:16])[C:14]2[C:9](=[CH:10][C:11]([I:18])=[C:12]([CH3:17])[CH:13]=2)[NH:8][CH:7]=1)=[O:5])C.Cl. (6) Given the product [CH3:10][O:9][C:8]1[C:3]([CH2:2][O:33][C:20]2[CH:21]=[CH:22][C:23]([N:25]3[C:29]([CH3:30])=[C:28]([CH3:31])[C:27]([CH3:32])=[N:26]3)=[CH:24][C:19]=2[CH3:18])=[C:4]([N:11]2[C:15](=[O:16])[N:14]([CH3:17])[N:13]=[N:12]2)[CH:5]=[CH:6][CH:7]=1, predict the reactants needed to synthesize it. The reactants are: Br[CH2:2][C:3]1[C:8]([O:9][CH3:10])=[CH:7][CH:6]=[CH:5][C:4]=1[N:11]1[C:15](=[O:16])[N:14]([CH3:17])[N:13]=[N:12]1.[CH3:18][C:19]1[CH:24]=[C:23]([N:25]2[C:29]([CH3:30])=[C:28]([CH3:31])[C:27]([CH3:32])=[N:26]2)[CH:22]=[CH:21][C:20]=1[OH:33].C(=O)([O-])[O-].[K+].[K+]. (7) Given the product [F:18][C:15]1[CH:16]=[CH:17][C:12]([CH2:11][CH:8]2[CH2:9][CH2:10][N:5]([C:3](=[O:4])[CH2:2][NH:19][C:20]3[CH:29]=[CH:28][C:23]4[NH:24][C:25](=[O:27])[O:26][C:22]=4[CH:21]=3)[CH2:6][CH2:7]2)=[CH:13][CH:14]=1, predict the reactants needed to synthesize it. The reactants are: Cl[CH2:2][C:3]([N:5]1[CH2:10][CH2:9][CH:8]([CH2:11][C:12]2[CH:17]=[CH:16][C:15]([F:18])=[CH:14][CH:13]=2)[CH2:7][CH2:6]1)=[O:4].[NH2:19][C:20]1[CH:29]=[CH:28][C:23]2[NH:24][C:25](=[O:27])[O:26][C:22]=2[CH:21]=1. (8) Given the product [C:1]([C:5]1[CH:6]=[CH:7][C:8]([C:26]2[C:14](=[O:15])[C:21]3[C:29](=[CH:30][C:17]([OH:18])=[CH:19][CH:20]=3)[O:28][CH:27]=2)=[CH:9][CH:10]=1)([CH3:2])([CH3:3])[CH3:4], predict the reactants needed to synthesize it. The reactants are: [C:1]([C:5]1[CH:10]=[CH:9][C:8](CC#N)=[CH:7][CH:6]=1)([CH3:4])([CH3:3])[CH3:2].[C:14]1([CH:21]=[CH:20][CH:19]=[C:17]([OH:18])C=1)[OH:15].B(F)(F)F.[CH3:26][CH2:27][O:28][CH2:29][CH3:30].Cl. (9) Given the product [CH3:14][C:15]1[CH:16]=[C:17]([C:2]2[CH:10]=[CH:9][CH:8]=[C:7]3[C:3]=2[CH:4]=[C:5]([CH:11]([CH3:13])[CH3:12])[CH2:6]3)[CH:18]=[C:19]([CH3:21])[CH:20]=1, predict the reactants needed to synthesize it. The reactants are: Cl[C:2]1[CH:10]=[CH:9][CH:8]=[C:7]2[C:3]=1[CH:4]=[C:5]([CH:11]([CH3:13])[CH3:12])[CH2:6]2.[CH3:14][C:15]1[CH:16]=[C:17]([Mg]Br)[CH:18]=[C:19]([CH3:21])[CH:20]=1. (10) Given the product [CH2:8]([C:10]1[CH:15]=[CH:14][CH:13]=[CH:12][C:11]=1[O:16][C:17]1[N:22]=[CH:21][C:20]([NH:23][C:24](=[O:35])[C@@H:25]([CH3:26])[NH2:27])=[CH:19][CH:18]=1)[CH3:9], predict the reactants needed to synthesize it. The reactants are: FC(F)(F)C(O)=O.[CH2:8]([C:10]1[CH:15]=[CH:14][CH:13]=[CH:12][C:11]=1[O:16][C:17]1[N:22]=[CH:21][C:20]([NH:23][C:24](=[O:35])[C@H:25]([NH:27]C(=O)OC(C)(C)C)[CH3:26])=[CH:19][CH:18]=1)[CH3:9].